The task is: Predict the product of the given reaction.. This data is from Forward reaction prediction with 1.9M reactions from USPTO patents (1976-2016). Given the reactants [F:1][C:2]([F:20])([F:19])[C:3]1[CH:8]=[CH:7][C:6]([N:9]2[CH2:14][CH2:13][N:12]([S:15](Cl)(=[O:17])=[O:16])[CH2:11][CH2:10]2)=[CH:5][CH:4]=1.Cl.[NH2:22][C@H:23]1[CH2:27][C:26](=[O:28])[N:25]([O:29][CH2:30][C:31]2[CH:36]=[CH:35][CH:34]=[CH:33][CH:32]=2)[C:24]1=[O:37].CCN(CC)CC, predict the reaction product. The product is: [CH2:30]([O:29][N:25]1[C:26](=[O:28])[CH2:27][C@H:23]([NH:22][S:15]([N:12]2[CH2:13][CH2:14][N:9]([C:6]3[CH:7]=[CH:8][C:3]([C:2]([F:20])([F:19])[F:1])=[CH:4][CH:5]=3)[CH2:10][CH2:11]2)(=[O:17])=[O:16])[C:24]1=[O:37])[C:31]1[CH:32]=[CH:33][CH:34]=[CH:35][CH:36]=1.